Task: Predict which catalyst facilitates the given reaction.. Dataset: Catalyst prediction with 721,799 reactions and 888 catalyst types from USPTO Reactant: C(N(CC)CC)C.C(Cl)(Cl)=O.ClC([O-])=O.[OH:16][C:17]1[CH:22]=[CH:21][C:20]([C:23]2(C3C=CC(O)=CC=3)[CH2:34][CH2:33][CH2:32][CH2:31][CH2:30][CH2:29][CH2:28][CH2:27][CH2:26][CH2:25][CH2:24]2)=[CH:19][CH:18]=1. Product: [OH:16][C:17]1[CH:22]=[CH:21][C:20]([CH:23]2[CH2:34][CH2:33][CH2:32][CH2:31][CH2:30][CH2:29][CH2:28][CH2:27][CH2:26][CH2:25][CH2:24]2)=[CH:19][CH:18]=1. The catalyst class is: 2.